Dataset: Full USPTO retrosynthesis dataset with 1.9M reactions from patents (1976-2016). Task: Predict the reactants needed to synthesize the given product. (1) The reactants are: [OH:1][CH2:2][CH:3]1[O:7][C:6](=[O:8])[N:5]([CH:9]([CH3:11])C)[CH2:4]1.[C:12]1([CH2:18]CCN)[CH:17]=[CH:16][CH:15]=[CH:14][CH:13]=1.C(N)(C)C. Given the product [OH:1][CH2:2][CH:3]1[O:7][C:6](=[O:8])[N:5]([CH2:9][CH2:11][CH2:18][C:12]2[CH:17]=[CH:16][CH:15]=[CH:14][CH:13]=2)[CH2:4]1, predict the reactants needed to synthesize it. (2) Given the product [I:9][C:6]1[CH:7]=[CH:8][C:3]([NH:2][CH3:1])=[N:4][CH:5]=1, predict the reactants needed to synthesize it. The reactants are: [CH3:1][NH:2][C:3]1[CH:8]=[CH:7][CH:6]=[CH:5][N:4]=1.[I:9]I.C([O-])(O)=O.[Na+]. (3) Given the product [NH2:25][C:22]1[CH:23]=[CH:24][C:19]([S:16]([NH:15][C:9]2[CH:10]=[C:11]3[C:6](=[CH:7][CH:8]=2)[NH:5][C:4]2[CH2:3][N:2]([CH3:1])[CH2:14][CH2:13][C:12]3=2)(=[O:18])=[O:17])=[CH:20][CH:21]=1, predict the reactants needed to synthesize it. The reactants are: [CH3:1][N:2]1[CH2:14][CH2:13][C:12]2[C:11]3[C:6](=[CH:7][CH:8]=[C:9]([NH:15][S:16]([C:19]4[CH:24]=[CH:23][C:22]([NH:25]C(=O)C)=[CH:21][CH:20]=4)(=[O:18])=[O:17])[CH:10]=3)[NH:5][C:4]=2[CH2:3]1.[OH-].[Na+].O.CCOC(C)=O. (4) Given the product [Cl:13][C:10]1[S:9][C:8]([C:6]2[N:7]=[C:2]([NH:17][C:18]3[CH:19]=[CH:20][C:21]([CH2:24][C:25]([OH:27])=[O:26])=[CH:22][CH:23]=3)[C:3]3[CH2:16][CH2:15][CH2:14][C:4]=3[N:5]=2)=[CH:12][CH:11]=1, predict the reactants needed to synthesize it. The reactants are: Cl[C:2]1[C:3]2[CH2:16][CH2:15][CH2:14][C:4]=2[N:5]=[C:6]([C:8]2[S:9][C:10]([Cl:13])=[CH:11][CH:12]=2)[N:7]=1.[NH2:17][C:18]1[CH:23]=[CH:22][C:21]([CH2:24][C:25]([OH:27])=[O:26])=[CH:20][CH:19]=1.CC(O)=O.C(OCC)(=O)C. (5) Given the product [CH3:1][C:2]([CH3:19])([CH3:18])[CH2:3][NH:4][C:5]1[C:14]2[C:9](=[CH:10][CH:11]=[C:12]([O:15][CH2:32][CH2:31][CH2:30][N:27]3[CH2:26][CH2:25][N:24]([CH:23]([CH3:22])[CH3:33])[CH2:29][CH2:28]3)[CH:13]=2)[N:8]=[C:7]([C:16]#[N:17])[N:6]=1, predict the reactants needed to synthesize it. The reactants are: [CH3:1][C:2]([CH3:19])([CH3:18])[CH2:3][NH:4][C:5]1[C:14]2[C:9](=[CH:10][CH:11]=[C:12]([OH:15])[CH:13]=2)[N:8]=[C:7]([C:16]#[N:17])[N:6]=1.ClC[CH2:22][CH2:23][N:24]1[CH2:29][CH2:28][N:27]([CH2:30][CH2:31][CH3:32])[CH2:26][CH2:25]1.[C:33](=O)([O-])[O-].[Cs+].[Cs+].O. (6) Given the product [O:23]1[CH2:24][CH2:25][CH2:26][C@@H:22]1[CH2:21][N:14]1[C:15]2[C:20](=[CH:19][CH:18]=[CH:17][CH:16]=2)[C:12]2([C:3]3=[CH:4][C:5]4[CH2:10][O:9][CH2:8][O:7][C:6]=4[CH:11]=[C:2]3[O:1][CH2:28]2)[C:13]1=[O:27], predict the reactants needed to synthesize it. The reactants are: [OH:1][C:2]1[C:3]([CH:12]2[C:20]3[C:15](=[CH:16][CH:17]=[CH:18][CH:19]=3)[N:14]([CH2:21][C@H:22]3[CH2:26][CH2:25][CH2:24][O:23]3)[C:13]2=[O:27])=[CH:4][C:5]2[CH2:10][O:9][CH2:8][O:7][C:6]=2[CH:11]=1.[C:28]1(C(C2C=CC=CC=2)N2C3C(=CC=CC=3)C(C3C=C(C)C(OC)=CC=3O)C2=O)C=CC=CC=1. (7) Given the product [OH:2][CH2:3][C:5]1[CH:14]=[N:13][C:12]2[N:11]3[CH2:15][CH2:16][CH2:17][C@H:10]3[C:9](=[O:18])[NH:8][C:7]=2[CH:6]=1, predict the reactants needed to synthesize it. The reactants are: C[O:2][C:3]([C:5]1[CH:14]=[N:13][C:12]2[N:11]3[CH2:15][CH2:16][CH2:17][C@H:10]3[C:9](=[O:18])[NH:8][C:7]=2[CH:6]=1)=O.[H-].[Na+].[H-].[H-].[H-].[H-].[Li+].[Al+3]. (8) Given the product [N:18]1([CH2:24][CH2:25][C:26]2[N:30]3[CH:31]=[CH:32][CH:33]=[CH:34][C:29]3=[C:28]([C:11]([C:1]3[C:10]4[C:5](=[CH:6][CH:7]=[CH:8][CH:9]=4)[CH:4]=[CH:3][CH:2]=3)=[O:12])[N:27]=2)[CH2:19][CH2:20][O:21][CH2:22][CH2:23]1, predict the reactants needed to synthesize it. The reactants are: [C:1]1([C:11](Cl)=[O:12])[C:10]2[C:5](=[CH:6][CH:7]=[CH:8][CH:9]=2)[CH:4]=[CH:3][CH:2]=1.[Cl-].[Cl-].[Cl-].[Al+3].[N:18]1([CH2:24][CH2:25][C:26]2[N:30]3[CH:31]=[CH:32][CH:33]=[CH:34][C:29]3=[CH:28][N:27]=2)[CH2:23][CH2:22][O:21][CH2:20][CH2:19]1. (9) Given the product [OH:14][CH:13]([C:15]1[CH:16]=[C:17]2[C:22](=[CH:23][CH:24]=1)[NH:21][C:20](=[O:25])[CH2:19][CH2:18]2)[CH2:12][N:9]1[CH2:10][CH2:11][C:6]([C:2]2[S:1][CH:5]=[CH:4][CH:3]=2)=[CH:7][CH2:8]1, predict the reactants needed to synthesize it. The reactants are: [S:1]1[CH:5]=[CH:4][CH:3]=[C:2]1[C:6]1[CH2:11][CH2:10][N:9]([CH2:12][C:13]([C:15]2[CH:16]=[C:17]3[C:22](=[CH:23][CH:24]=2)[NH:21][C:20](=[O:25])[CH2:19][CH2:18]3)=[O:14])[CH2:8][CH:7]=1.[BH4-].[Na+].